The task is: Predict the reactants needed to synthesize the given product.. This data is from Full USPTO retrosynthesis dataset with 1.9M reactions from patents (1976-2016). (1) Given the product [C:1]([NH:4][C:5]1[CH:27]=[CH:26][C:8]2[CH2:9][CH:10]([CH3:25])[N:11]([C:21]([NH:23][CH3:24])=[O:22])[N:12]=[C:13]([C:14]3[CH:19]=[CH:18][C:17]([C:33]4[C:29]([CH3:28])=[N:30][O:31][C:32]=4[CH3:37])=[CH:16][CH:15]=3)[C:7]=2[CH:6]=1)(=[O:3])[CH3:2], predict the reactants needed to synthesize it. The reactants are: [C:1]([NH:4][C:5]1[CH:27]=[CH:26][C:8]2[CH2:9][CH:10]([CH3:25])[N:11]([C:21]([NH:23][CH3:24])=[O:22])[N:12]=[C:13]([C:14]3[CH:19]=[CH:18][C:17](Cl)=[CH:16][CH:15]=3)[C:7]=2[CH:6]=1)(=[O:3])[CH3:2].[CH3:28][C:29]1[C:33](B(O)O)=[C:32]([CH3:37])[O:31][N:30]=1.[F-].[K+]. (2) Given the product [C:1]([O:5][C:6](=[O:21])[NH:7][C@@H:8]([CH:15]1[CH2:19][CH:18]([CH3:22])[C:17](=[O:20])[O:16]1)[CH2:9][CH:10]([CH3:14])[CH2:11][CH:12]=[CH2:13])([CH3:2])([CH3:3])[CH3:4], predict the reactants needed to synthesize it. The reactants are: [C:1]([O:5][C:6](=[O:21])[NH:7][C@H:8]([C@@H:15]1[CH2:19][CH2:18][C:17](=[O:20])[O:16]1)[CH2:9][C@H:10]([CH3:14])[CH2:11][CH:12]=[CH2:13])([CH3:4])([CH3:3])[CH3:2].[C:22](OC(=O)N[C@@H]([C@H]1CCC(=O)O1)C[C@H](C)CC=C)(C)(C)C.CN1C(=O)N(C)CCC1.[Li+].C[Si]([N-][Si](C)(C)C)(C)C.CI.